The task is: Predict the product of the given reaction.. This data is from Forward reaction prediction with 1.9M reactions from USPTO patents (1976-2016). Given the reactants [Cl:1][C:2]1[N:7]=[C:6]([C:8]([NH2:10])=[O:9])[CH:5]=[C:4](Cl)[N:3]=1.[CH2:12]1[C:15]2([CH2:18][NH:17][CH2:16]2)[CH2:14][O:13]1, predict the reaction product. The product is: [Cl:1][C:2]1[N:7]=[C:6]([C:8]([NH2:10])=[O:9])[CH:5]=[C:4]([N:17]2[CH2:18][C:15]3([CH2:12][O:13][CH2:14]3)[CH2:16]2)[N:3]=1.